Dataset: Forward reaction prediction with 1.9M reactions from USPTO patents (1976-2016). Task: Predict the product of the given reaction. (1) Given the reactants [NH2:1][C:2]1[N:7]=[C:6]([NH2:8])[CH:5]=[C:4]([NH2:9])[N:3]=1.[CH2:10]([CH:17]([C:23]([CH3:25])=O)[C:18](OCC)=[O:19])[C:11]1[CH:16]=[CH:15][CH:14]=[CH:13][CH:12]=1.CO, predict the reaction product. The product is: [NH2:1][C:2]1[N:3]=[C:4]([NH2:9])[C:5]2[C:23]([CH3:25])=[C:17]([CH2:10][C:11]3[CH:16]=[CH:15][CH:14]=[CH:13][CH:12]=3)[C:18](=[O:19])[NH:8][C:6]=2[N:7]=1. (2) Given the reactants FC(F)(F)C(O)=O.[Cl:8][C:9]1[N:14]=[C:13]([CH3:15])[C:12]([CH2:16][O:17][C:18]2[CH:23]=[C:22]([CH:24]([CH3:26])[CH3:25])[CH:21]=[CH:20][C:19]=2[CH3:27])=[C:11]([N:28]2[CH2:33][CH2:32][NH:31][CH2:30][CH2:29]2)[N:10]=1.Br[CH2:35][C:36]([NH2:38])=[O:37].C(=O)([O-])[O-].[K+].[K+], predict the reaction product. The product is: [Cl:8][C:9]1[N:10]=[C:11]([N:28]2[CH2:29][CH2:30][N:31]([CH2:35][C:36]([NH2:38])=[O:37])[CH2:32][CH2:33]2)[C:12]([CH2:16][O:17][C:18]2[CH:23]=[C:22]([CH:24]([CH3:25])[CH3:26])[CH:21]=[CH:20][C:19]=2[CH3:27])=[C:13]([CH3:15])[N:14]=1.